Dataset: Peptide-MHC class I binding affinity with 185,985 pairs from IEDB/IMGT. Task: Regression. Given a peptide amino acid sequence and an MHC pseudo amino acid sequence, predict their binding affinity value. This is MHC class I binding data. The peptide sequence is SGPDDGAV. The MHC is Mamu-A02 with pseudo-sequence Mamu-A02. The binding affinity (normalized) is 0.